From a dataset of Catalyst prediction with 721,799 reactions and 888 catalyst types from USPTO. Predict which catalyst facilitates the given reaction. (1) Reactant: CC1(C)C(C)(C)OB([C:9]2[CH:14]=[CH:13][C:12]3[CH:15]4[CH2:20][CH2:19][N:18]([C:21]([O:23][C:24]([CH3:27])([CH3:26])[CH3:25])=[O:22])[CH2:17][CH:16]4[O:28][C:11]=3[CH:10]=2)O1.CC1C=CC(S(NCl)(=O)=O)=CC=1.[I-:42].[Na+]. Product: [I:42][C:9]1[CH:14]=[CH:13][C:12]2[CH:15]3[CH2:20][CH2:19][N:18]([C:21]([O:23][C:24]([CH3:27])([CH3:26])[CH3:25])=[O:22])[CH2:17][CH:16]3[O:28][C:11]=2[CH:10]=1. The catalyst class is: 20. (2) Reactant: [OH:1][C:2]1[CH:12]=[CH:11][C:5]([C:6]([O:8][CH2:9][CH3:10])=[O:7])=[CH:4][CH:3]=1.C([O-])([O-])=O.[K+].[K+].Br[CH2:20][CH:21]=[CH2:22]. Product: [CH2:22]([O:1][C:2]1[CH:3]=[CH:4][C:5]([C:6]([O:8][CH2:9][CH3:10])=[O:7])=[CH:11][CH:12]=1)[CH:21]=[CH2:20]. The catalyst class is: 21.